Task: Predict which catalyst facilitates the given reaction.. Dataset: Catalyst prediction with 721,799 reactions and 888 catalyst types from USPTO (1) The catalyst class is: 140. Product: [CH:18]([C:15]1[CH:16]=[CH:17][C:12]([CH2:11][C:10]([NH:9][C@@H:8]([C:22]2[N:23]=[N:24][N:25]([CH3:27])[CH:26]=2)[C:5]2[CH:4]=[CH:3][C:2]([CH2:28][CH2:29][CH3:30])=[CH:7][N:6]=2)=[O:21])=[CH:13][CH:14]=1)([CH3:20])[CH3:19]. Reactant: Br[C:2]1[CH:3]=[CH:4][C:5]([C@H:8]([C:22]2[N:23]=[N:24][N:25]([CH3:27])[CH:26]=2)[NH:9][C:10](=[O:21])[CH2:11][C:12]2[CH:17]=[CH:16][C:15]([CH:18]([CH3:20])[CH3:19])=[CH:14][CH:13]=2)=[N:6][CH:7]=1.[CH2:28](B(O)O)[CH2:29][CH3:30].C([O-])([O-])=O.[K+].[K+]. (2) Reactant: [CH2:1]([C:3]1[N:4]2[CH2:10][CH2:9][CH:8]([C:11]([OH:13])=[O:12])[C:5]2=[N:6][N:7]=1)C.[Li+].[OH-]. Product: [CH3:1][C:3]1[N:4]2[CH2:10][CH2:9][CH:8]([C:11]([OH:13])=[O:12])[C:5]2=[N:6][N:7]=1. The catalyst class is: 278. (3) Reactant: [NH2:1][CH2:2][C:3]1[CH:10]=[CH:9][C:6]([C:7]#[N:8])=[C:5]([Br:11])[CH:4]=1.C([O-])([O-])=O.[Na+].[Na+].[CH3:18][C:19]([O:22][C:23](O[C:23]([O:22][C:19]([CH3:21])([CH3:20])[CH3:18])=[O:24])=[O:24])([CH3:21])[CH3:20]. Product: [Br:11][C:5]1[CH:4]=[C:3]([CH2:2][NH:1][C:23](=[O:24])[O:22][C:19]([CH3:21])([CH3:20])[CH3:18])[CH:10]=[CH:9][C:6]=1[C:7]#[N:8]. The catalyst class is: 2. (4) Reactant: [Cl:1][C:2]1[C:10]([O:11][CH2:12][CH2:13][N:14]2[CH:18]=[N:17][N:16]=[N:15]2)=[C:9]([Cl:19])[CH:8]=[CH:7][C:3]=1[C:4](Cl)=[O:5].[CH3:20][N:21]1[C:25]([OH:26])=[CH:24][C:23]([CH3:27])=[N:22]1.C(N(CC)CC)C. Product: [Cl:1][C:2]1[C:10]([O:11][CH2:12][CH2:13][N:14]2[CH:18]=[N:17][N:16]=[N:15]2)=[C:9]([Cl:19])[CH:8]=[CH:7][C:3]=1[C:4]([O:26][C:25]1[N:21]([CH3:20])[N:22]=[C:23]([CH3:27])[CH:24]=1)=[O:5]. The catalyst class is: 7. (5) Product: [ClH:1].[Cl:1][C:2]1[CH:7]=[CH:6][C:5]([S:8]([CH:11]([C:25]2[CH:30]=[C:29]([F:31])[CH:28]=[CH:27][C:26]=2[F:32])[CH:12]2[CH2:17][CH2:16][NH:15][CH2:14][CH2:13]2)(=[O:9])=[O:10])=[CH:4][CH:3]=1. Reactant: [Cl:1][C:2]1[CH:7]=[CH:6][C:5]([S:8]([CH:11]([C:25]2[CH:30]=[C:29]([F:31])[CH:28]=[CH:27][C:26]=2[F:32])[CH:12]2[CH2:17][CH2:16][N:15](C(OC(C)(C)C)=O)[CH2:14][CH2:13]2)(=[O:10])=[O:9])=[CH:4][CH:3]=1.FC(F)(F)C(O)=O. The catalyst class is: 268.